This data is from NCI-60 drug combinations with 297,098 pairs across 59 cell lines. The task is: Regression. Given two drug SMILES strings and cell line genomic features, predict the synergy score measuring deviation from expected non-interaction effect. (1) Drug 1: CC1=C(C=C(C=C1)NC(=O)C2=CC=C(C=C2)CN3CCN(CC3)C)NC4=NC=CC(=N4)C5=CN=CC=C5. Drug 2: CC1=C2C(C(=O)C3(C(CC4C(C3C(C(C2(C)C)(CC1OC(=O)C(C(C5=CC=CC=C5)NC(=O)OC(C)(C)C)O)O)OC(=O)C6=CC=CC=C6)(CO4)OC(=O)C)O)C)O. Cell line: SF-539. Synergy scores: CSS=37.8, Synergy_ZIP=13.2, Synergy_Bliss=17.3, Synergy_Loewe=17.3, Synergy_HSA=17.3. (2) Synergy scores: CSS=-5.59, Synergy_ZIP=5.68, Synergy_Bliss=0.206, Synergy_Loewe=-6.79, Synergy_HSA=-2.86. Drug 1: CCCS(=O)(=O)NC1=C(C(=C(C=C1)F)C(=O)C2=CNC3=C2C=C(C=N3)C4=CC=C(C=C4)Cl)F. Drug 2: CN(CCCl)CCCl.Cl. Cell line: OVCAR-8.